Dataset: Forward reaction prediction with 1.9M reactions from USPTO patents (1976-2016). Task: Predict the product of the given reaction. (1) The product is: [C:1]([O:5][C:6]([N:8]1[C@@H:12]([CH2:13][CH2:14][C:15]2[CH:16]=[CH:17][C:18]([NH:21][C:36]([C:35]3[CH:34]=[N:33][C:32]([Cl:31])=[CH:40][CH:39]=3)=[O:37])=[CH:19][CH:20]=2)[CH2:11][O:10][C:9]1([CH3:23])[CH3:22])=[O:7])([CH3:4])([CH3:2])[CH3:3]. Given the reactants [C:1]([O:5][C:6]([N:8]1[C@@H:12]([CH2:13][CH2:14][C:15]2[CH:20]=[CH:19][C:18]([NH2:21])=[CH:17][CH:16]=2)[CH2:11][O:10][C:9]1([CH3:23])[CH3:22])=[O:7])([CH3:4])([CH3:3])[CH3:2].C(N(CC)CC)C.[Cl:31][C:32]1[CH:40]=[CH:39][C:35]([C:36](Cl)=[O:37])=[CH:34][N:33]=1, predict the reaction product. (2) Given the reactants [F:1][C:2]1([F:30])[CH2:6][CH2:5][C@@H:4]([C@@:7]([OH:29])([C:23]2[CH:28]=[CH:27][CH:26]=[CH:25][CH:24]=2)[C:8]([O:10][CH2:11][CH2:12][CH2:13][N:14](CC2C=CC=CC=2)[CH3:15])=[O:9])[CH2:3]1, predict the reaction product. The product is: [F:1][C:2]1([F:30])[CH2:6][CH2:5][C@@H:4]([C@@:7]([OH:29])([C:23]2[CH:28]=[CH:27][CH:26]=[CH:25][CH:24]=2)[C:8]([O:10][CH2:11][CH2:12][CH2:13][NH:14][CH3:15])=[O:9])[CH2:3]1.